From a dataset of Peptide-MHC class II binding affinity with 134,281 pairs from IEDB. Regression. Given a peptide amino acid sequence and an MHC pseudo amino acid sequence, predict their binding affinity value. This is MHC class II binding data. (1) The peptide sequence is AFKDAATAANAAPAN. The MHC is DRB1_0701 with pseudo-sequence DRB1_0701. The binding affinity (normalized) is 0.182. (2) The peptide sequence is ITDDNEEPIA. The MHC is DRB1_0301 with pseudo-sequence DRB1_0301. The binding affinity (normalized) is 0.157. (3) The peptide sequence is SQTEVKEEGKEELQE. The MHC is DRB1_0801 with pseudo-sequence DRB1_0801. The binding affinity (normalized) is 0.251. (4) The peptide sequence is KIPKKASEGAVDIIN. The MHC is DRB1_0802 with pseudo-sequence DRB1_0802. The binding affinity (normalized) is 0.215.